This data is from NCI-60 drug combinations with 297,098 pairs across 59 cell lines. The task is: Regression. Given two drug SMILES strings and cell line genomic features, predict the synergy score measuring deviation from expected non-interaction effect. (1) Drug 1: COC1=CC(=CC(=C1O)OC)C2C3C(COC3=O)C(C4=CC5=C(C=C24)OCO5)OC6C(C(C7C(O6)COC(O7)C8=CC=CS8)O)O. Drug 2: C1C(C(OC1N2C=NC3=C2NC=NCC3O)CO)O. Cell line: ACHN. Synergy scores: CSS=58.4, Synergy_ZIP=-1.49, Synergy_Bliss=-0.699, Synergy_Loewe=-22.9, Synergy_HSA=1.29. (2) Drug 1: CC1=C(C(CCC1)(C)C)C=CC(=CC=CC(=CC(=O)O)C)C. Drug 2: CC=C1C(=O)NC(C(=O)OC2CC(=O)NC(C(=O)NC(CSSCCC=C2)C(=O)N1)C(C)C)C(C)C. Cell line: NCI/ADR-RES. Synergy scores: CSS=1.01, Synergy_ZIP=0.731, Synergy_Bliss=2.45, Synergy_Loewe=-11.9, Synergy_HSA=-1.32. (3) Drug 1: CCN(CC)CCCC(C)NC1=C2C=C(C=CC2=NC3=C1C=CC(=C3)Cl)OC. Drug 2: C1CN(P(=O)(OC1)NCCCl)CCCl. Cell line: UO-31. Synergy scores: CSS=-2.21, Synergy_ZIP=-0.440, Synergy_Bliss=-2.57, Synergy_Loewe=-1.93, Synergy_HSA=-4.82.